From a dataset of Reaction yield outcomes from USPTO patents with 853,638 reactions. Predict the reaction yield, written as a fraction of the theoretical maximum amount of product (1.0 means a 100% yield; for example, 0.34 means a 34% yield). (1) The reactants are [C:1]1([CH3:26])[CH:6]=[CH:5][C:4]([N:7]2[C:11]([NH:12][C:13](=[O:21])OC3C=CC=CC=3)=[CH:10][C:9]([C:22]([F:25])([F:24])[F:23])=[N:8]2)=[CH:3][CH:2]=1.[CH3:27][O:28][C:29]1[CH:30]=[C:31]2[C:36](=[CH:37][C:38]=1[O:39][CH2:40][CH2:41][O:42][CH3:43])[N:35]=[CH:34][N:33]=[C:32]2[O:44][C:45]1[CH:46]=[C:47]([CH:49]=[CH:50][CH:51]=1)[NH2:48]. The catalyst is CN(C)C1C=CN=CC=1.C1COCC1. The product is [CH3:27][O:28][C:29]1[CH:30]=[C:31]2[C:36](=[CH:37][C:38]=1[O:39][CH2:40][CH2:41][O:42][CH3:43])[N:35]=[CH:34][N:33]=[C:32]2[O:44][C:45]1[CH:46]=[C:47]([NH:48][C:13]([NH:12][C:11]2[N:7]([C:4]3[CH:3]=[CH:2][C:1]([CH3:26])=[CH:6][CH:5]=3)[N:8]=[C:9]([C:22]([F:23])([F:25])[F:24])[CH:10]=2)=[O:21])[CH:49]=[CH:50][CH:51]=1. The yield is 0.780. (2) The reactants are C[O:2][C:3](=O)[CH2:4][CH2:5][CH2:6][CH2:7][CH2:8][S:9]([C:11]1[CH:16]=[CH:15][C:14]([C:17]2[CH:22]=[CH:21][C:20]([Cl:23])=[CH:19][CH:18]=2)=[CH:13][CH:12]=1)=[O:10].[NH2:25][OH:26].[OH-].[K+].CO. The catalyst is C1COCC1. The product is [OH:26][NH:25][C:3](=[O:2])[CH2:4][CH2:5][CH2:6][CH2:7][CH2:8][S:9]([C:11]1[CH:16]=[CH:15][C:14]([C:17]2[CH:22]=[CH:21][C:20]([Cl:23])=[CH:19][CH:18]=2)=[CH:13][CH:12]=1)=[O:10]. The yield is 0.790. (3) The reactants are [Cl:1][C:2]1[CH:7]=[CH:6][C:5]([CH:8]([C:12]2[CH:17]=[CH:16][C:15]([Cl:18])=[CH:14][CH:13]=2)[C:9]([OH:11])=[O:10])=[CH:4][CH:3]=1.[CH3:19]O. The catalyst is Cl. The product is [CH3:19][O:10][C:9](=[O:11])[CH:8]([C:12]1[CH:13]=[CH:14][C:15]([Cl:18])=[CH:16][CH:17]=1)[C:5]1[CH:4]=[CH:3][C:2]([Cl:1])=[CH:7][CH:6]=1. The yield is 0.780. (4) The reactants are [Br:1][C:2]1[CH:3]=[C:4]([S:8](Cl)(=[O:10])=[O:9])[CH:5]=[CH:6][CH:7]=1.[CH3:12][NH2:13]. The catalyst is C1COCC1. The product is [CH3:12][NH:13][S:8]([C:4]1[CH:5]=[CH:6][CH:7]=[C:2]([Br:1])[CH:3]=1)(=[O:10])=[O:9]. The yield is 0.990. (5) The reactants are [CH3:1][N:2]1[C:6]([S:7][C:8]2[CH:9]=[C:10]([CH:18]=[CH:19][CH:20]=2)[O:11][C@@H:12]([CH3:17])[C:13]([O:15]C)=[O:14])=[C:5]([CH:21]=[CH2:22])[C:4]([CH3:23])=[N:3]1.O.[OH-].[Li+].C(OCC)(=O)C. The catalyst is O1CCCC1.O. The product is [CH3:1][N:2]1[C:6]([S:7][C:8]2[CH:9]=[C:10]([CH:18]=[CH:19][CH:20]=2)[O:11][C@@H:12]([CH3:17])[C:13]([OH:15])=[O:14])=[C:5]([CH:21]=[CH2:22])[C:4]([CH3:23])=[N:3]1. The yield is 0.700. (6) The reactants are C[O:2][CH2:3][CH2:4][O:5][C:6]1[CH:11]=[CH:10][N:9]2[C:12]([C:15]3[CH:24]=[CH:23][C:22]4[C:17](=[C:18]([N:25]5[CH2:30][CH2:29][C:28]([CH3:32])([NH2:31])[CH2:27][CH2:26]5)[CH:19]=[CH:20][CH:21]=4)[N:16]=3)=[CH:13][N:14]=[C:8]2[CH:7]=1.B(Br)(Br)Br. The catalyst is C(Cl)Cl. The product is [NH2:31][C:28]1([CH3:32])[CH2:29][CH2:30][N:25]([C:18]2[CH:19]=[CH:20][CH:21]=[C:22]3[C:17]=2[N:16]=[C:15]([C:12]2[N:9]4[CH:10]=[CH:11][C:6]([O:5][CH2:4][CH2:3][OH:2])=[CH:7][C:8]4=[N:14][CH:13]=2)[CH:24]=[CH:23]3)[CH2:26][CH2:27]1. The yield is 0.830. (7) The yield is 0.160. The reactants are Br[C:2]1[CH2:6][CH2:5][C:4](=[O:7])[C:3]=1[CH3:8].[CH3:9][N:10]1[CH:14]=[C:13](B2OC(C)(C)C(C)(C)O2)[CH:12]=[N:11]1. No catalyst specified. The product is [CH3:8][C:3]1[C:4](=[O:7])[CH2:5][CH2:6][C:2]=1[C:13]1[CH:12]=[N:11][N:10]([CH3:9])[CH:14]=1.